This data is from Catalyst prediction with 721,799 reactions and 888 catalyst types from USPTO. The task is: Predict which catalyst facilitates the given reaction. (1) Reactant: [OH:1][C@H:2]1[CH2:6][N:5](C(OC(C)(C)C)=O)[C@H:4]([C:14](=[O:29])[NH:15][CH2:16][C:17]2[CH:22]=[CH:21][C:20]([C:23]3[S:27][CH:26]=[N:25][C:24]=3[CH3:28])=[CH:19][CH:18]=2)[CH2:3]1.[ClH:30].O1CCOCC1. Product: [ClH:30].[OH:1][C@H:2]1[CH2:6][NH:5][C@H:4]([C:14]([NH:15][CH2:16][C:17]2[CH:18]=[CH:19][C:20]([C:23]3[S:27][CH:26]=[N:25][C:24]=3[CH3:28])=[CH:21][CH:22]=2)=[O:29])[CH2:3]1. The catalyst class is: 138. (2) Reactant: [F:1][C:2]([F:22])([F:21])[C:3]1[CH:7]=[C:6]([C:8](O)=[O:9])[N:5]([C:11]2[C:16]([C:17]([F:20])([F:19])[F:18])=[CH:15][CH:14]=[CH:13][N:12]=2)[N:4]=1.[NH2:23][C:24]1[C:35]([CH3:36])=[CH:34][CH:33]=[CH:32][C:25]=1[C:26]([NH:28][CH:29]([CH3:31])[CH3:30])=[O:27].F[P-](F)(F)(F)(F)F.N1(O[P+](N(C)C)(N(C)C)N(C)C)C2C=CC=CC=2N=N1.[Cl-].C(N(CC)CC)C. Product: [CH3:36][C:35]1[CH:34]=[CH:33][CH:32]=[C:25]([C:26]([NH:28][CH:29]([CH3:30])[CH3:31])=[O:27])[C:24]=1[NH:23][C:8]([C:6]1[N:5]([C:11]2[C:16]([C:17]([F:20])([F:19])[F:18])=[CH:15][CH:14]=[CH:13][N:12]=2)[N:4]=[C:3]([C:2]([F:21])([F:1])[F:22])[CH:7]=1)=[O:9]. The catalyst class is: 10. (3) Reactant: [CH2:1]([C:3]([CH2:9][CH3:10])=[C:4]1[CH:8]=[CH:7][CH:6]=[CH:5]1)[CH3:2].[CH3:11][Li].O. Product: [CH2:1]([C:3]([C:4]1[CH2:8][CH:7]=[CH:6][CH:5]=1)([CH3:11])[CH2:9][CH3:10])[CH3:2]. The catalyst class is: 28. (4) Reactant: C1SCC(C(O)=O)NC1C(O)=O.[Li]C(CC)C.[CH:18]1([C:21]2[CH:22]=[C:23]([CH:27]=[C:28]([F:30])[CH:29]=2)[C:24]([OH:26])=[O:25])[CH2:20][CH2:19]1.[Br:31]C(Cl)(Cl)C(Cl)(Cl)Br. Product: [Br:31][C:27]1[C:28]([F:30])=[CH:29][C:21]([CH:18]2[CH2:19][CH2:20]2)=[CH:22][C:23]=1[C:24]([OH:26])=[O:25]. The catalyst class is: 1.